This data is from Full USPTO retrosynthesis dataset with 1.9M reactions from patents (1976-2016). The task is: Predict the reactants needed to synthesize the given product. Given the product [O:1]1[C:5]2[CH:6]=[CH:7][C:8]([N:10]([CH3:32])[NH:11][C:12]([C@H:14]([CH2:27][CH2:28][CH2:29][CH2:30][CH3:31])[CH2:15][N:16]([OH:19])[CH:17]=[O:18])=[O:13])=[CH:9][C:4]=2[O:3][CH2:2]1, predict the reactants needed to synthesize it. The reactants are: [O:1]1[C:5]2[CH:6]=[CH:7][C:8]([N:10]([CH3:32])[NH:11][C:12]([C@H:14]([CH2:27][CH2:28][CH2:29][CH2:30][CH3:31])[CH2:15][N:16]([O:19]CC3C=CC=CC=3)[CH:17]=[O:18])=[O:13])=[CH:9][C:4]=2[O:3][CH2:2]1.